Dataset: Full USPTO retrosynthesis dataset with 1.9M reactions from patents (1976-2016). Task: Predict the reactants needed to synthesize the given product. (1) Given the product [N:1]1[S:2][N:3]=[C:4]2[CH:9]=[C:8]([N:10]3[C:11]4[C:12](=[CH:15][CH:16]=[CH:17][N:18]=4)[CH:13]=[C:28]([CH2:27][CH2:26][CH2:25][C:20]4[CH:21]=[CH:22][CH:23]=[CH:24][N:19]=4)[C:29]3=[O:30])[CH:7]=[CH:6][C:5]=12, predict the reactants needed to synthesize it. The reactants are: [N:1]1[S:2][N:3]=[C:4]2[CH:9]=[C:8]([NH:10][C:11]3[N:18]=[CH:17][CH:16]=[CH:15][C:12]=3[CH:13]=O)[CH:7]=[CH:6][C:5]=12.[N:19]1[CH:24]=[CH:23][CH:22]=[CH:21][C:20]=1[CH2:25][CH2:26][CH2:27][CH2:28][C:29](OCC)=[O:30].[Li+].CC([N-]C(C)C)C. (2) Given the product [Cl:1][C:2]1[CH:7]=[C:6]([NH:8][CH:9]([S:10][CH3:35])[NH:31][C:32]#[N:33])[CH:5]=[C:4]([C:11]([F:14])([F:13])[F:12])[C:3]=1[C:15]1[CH:16]=[CH:17][C:18]([S:21]([N:24]2[CH2:25][CH2:26][N:27]([CH3:30])[CH2:28][CH2:29]2)(=[O:22])=[O:23])=[CH:19][CH:20]=1, predict the reactants needed to synthesize it. The reactants are: [Cl:1][C:2]1[CH:7]=[C:6]([N:8]=[C:9]=[S:10])[CH:5]=[C:4]([C:11]([F:14])([F:13])[F:12])[C:3]=1[C:15]1[CH:20]=[CH:19][C:18]([S:21]([N:24]2[CH2:29][CH2:28][N:27]([CH3:30])[CH2:26][CH2:25]2)(=[O:23])=[O:22])=[CH:17][CH:16]=1.[N:31]#[C:32][NH2:33].[Na].[CH3:35]I. (3) Given the product [C:6]([O:10][C:11]([N:13]1[CH2:14][CH2:15][CH:16]([C:19]([N:24]([O:1][CH3:5])[CH3:22])=[O:21])[CH2:17][CH2:18]1)=[O:12])([CH3:7])([CH3:8])[CH3:9], predict the reactants needed to synthesize it. The reactants are: [O:1]1[CH2:5]CCC1.[C:6]([O:10][C:11]([N:13]1[CH2:18][CH2:17][CH:16]([C:19]([OH:21])=O)[CH2:15][CH2:14]1)=[O:12])([CH3:9])([CH3:8])[CH3:7].[C:22](N1C=CN=C1)([N:24]1C=CN=C1)=O.C(N(CC)CC)C. (4) The reactants are: [N+:1]([C:4]1[CH:5]=[C:6]([OH:14])[CH:7]=[C:8]([C:10]([F:13])([F:12])[F:11])[CH:9]=1)([O-:3])=[O:2].[CH2:15](Br)[C:16]1[CH:21]=[CH:20][CH:19]=[CH:18][CH:17]=1.C(=O)([O-])[O-].[K+].[K+].CN(C)C=O. Given the product [CH2:15]([O:14][C:6]1[CH:7]=[C:8]([C:10]([F:11])([F:12])[F:13])[CH:9]=[C:4]([N+:1]([O-:3])=[O:2])[CH:5]=1)[C:16]1[CH:21]=[CH:20][CH:19]=[CH:18][CH:17]=1, predict the reactants needed to synthesize it. (5) Given the product [Br:15][C:11]1[CH:12]=[C:13]2[C:8](=[CH:9][CH:10]=1)[N:7]([CH2:17][C:18]1[C:27]3[C:22](=[CH:23][CH:24]=[CH:25][CH:26]=3)[CH:21]=[CH:20][CH:19]=1)[C:6]([C:4]([OH:3])=[O:5])=[CH:14]2, predict the reactants needed to synthesize it. The reactants are: C([O:3][C:4]([C:6]1[NH:7][C:8]2[C:13]([CH:14]=1)=[CH:12][C:11]([Br:15])=[CH:10][CH:9]=2)=[O:5])C.Br[CH2:17][C:18]1[C:27]2[C:22](=[CH:23][CH:24]=[CH:25][CH:26]=2)[CH:21]=[CH:20][CH:19]=1. (6) Given the product [CH3:1][O:2][C:3](=[O:21])[CH2:4][N:5]([C:12]1[CH:13]=[CH:14][C:15]([NH2:18])=[CH:16][CH:17]=1)[C:6](=[O:11])[C:7]([F:10])([F:9])[F:8], predict the reactants needed to synthesize it. The reactants are: [CH3:1][O:2][C:3](=[O:21])[CH2:4][N:5]([C:12]1[CH:17]=[CH:16][C:15]([N+:18]([O-])=O)=[CH:14][CH:13]=1)[C:6](=[O:11])[C:7]([F:10])([F:9])[F:8].[H][H]. (7) Given the product [F:24][B:22]([F:23])[C:16]1[CH:17]=[C:18]([OH:21])[CH:19]=[CH:20][C:15]=1/[CH:14]=[C:11]1\[N:10]=[C:9]([CH3:25])[N:8]([CH2:7][CH2:6][CH2:5][C:4]([OH:26])=[O:3])[C:12]\1=[O:13], predict the reactants needed to synthesize it. The reactants are: C([O:3][C:4](=[O:26])[CH2:5][CH2:6][CH2:7][N:8]1[C:12](=[O:13])/[C:11](=[CH:14]/[C:15]2[CH:20]=[CH:19][C:18]([OH:21])=[CH:17][C:16]=2[B:22]([F:24])[F:23])/[N:10]=[C:9]1[CH3:25])C.C(O)C.[OH-].[Na+].